Predict which catalyst facilitates the given reaction. From a dataset of Catalyst prediction with 721,799 reactions and 888 catalyst types from USPTO. (1) Reactant: [CH3:1][N:2]([CH3:18])[C:3]([CH2:5][C:6]1[C:15]2[C:10](=[CH:11][C:12]([OH:16])=[CH:13][CH:14]=2)[O:9][C:8](=[O:17])[CH:7]=1)=[O:4].C([O-])([O-])=O.[K+].[K+].[CH2:25](Br)[C:26]1[CH:31]=[CH:30][CH:29]=[CH:28][CH:27]=1. Product: [CH3:18][N:2]([CH3:1])[C:3]([CH2:5][C:6]1[C:15]2[C:10](=[CH:11][C:12]([O:16][CH2:25][C:26]3[CH:31]=[CH:30][CH:29]=[CH:28][CH:27]=3)=[CH:13][CH:14]=2)[O:9][C:8](=[O:17])[CH:7]=1)=[O:4]. The catalyst class is: 8. (2) Reactant: C([O:8][C:9]1[CH:14]=[CH:13][C:12]([N:15]([CH2:31][CH:32](OC)OC)[C:16]([NH:18][C:19]2[CH:24]=[CH:23][C:22]([O:25][CH2:26][CH2:27][N:28]([CH3:30])[CH3:29])=[CH:21][CH:20]=2)=[O:17])=[CH:11][CH:10]=1)C1C=CC=CC=1. Product: [CH3:29][N:28]([CH3:30])[CH2:27][CH2:26][O:25][C:22]1[CH:21]=[CH:20][C:19]([N:18]2[CH:32]=[CH:31][N:15]([C:12]3[CH:13]=[CH:14][C:9]([OH:8])=[CH:10][CH:11]=3)[C:16]2=[O:17])=[CH:24][CH:23]=1. The catalyst class is: 63. (3) Reactant: [CH3:1][S:2](Cl)(=[O:4])=[O:3].[Cl:6][C:7]1[CH:12]=[CH:11][C:10]([C:13]2[CH:14]=[CH:15][C:16]([C:19]#[C:20][C:21]3[CH:31]=[CH:30][C:24]([O:25][CH2:26][CH:27]([OH:29])[CH3:28])=[CH:23][CH:22]=3)=[N:17][CH:18]=2)=[CH:9][CH:8]=1.C(N(CC)CC)C.C(OC)(C)(C)C. Product: [CH3:1][S:2]([O:29][CH:27]([CH3:28])[CH2:26][O:25][C:24]1[CH:23]=[CH:22][C:21]([C:20]#[C:19][C:16]2[CH:15]=[CH:14][C:13]([C:10]3[CH:9]=[CH:8][C:7]([Cl:6])=[CH:12][CH:11]=3)=[CH:18][N:17]=2)=[CH:31][CH:30]=1)(=[O:4])=[O:3]. The catalyst class is: 20. (4) Product: [C:4]([C:3]([CH3:8])([CH3:7])[CH2:2][NH:1][C:35](=[O:41])[C@H:36]([CH:38]([CH3:39])[CH3:40])[CH2:37][C@H:33]([OH:34])[C@@H:32]([NH:42][S:43]([C:46]1[CH:51]=[CH:50][CH:49]=[CH:48][C:47]=1[N+:52]([O-:54])=[O:53])(=[O:44])=[O:45])[CH2:31][N:18]1[CH2:19][C:20](=[O:30])[N:21]([C:23]2[CH:28]=[CH:27][CH:26]=[CH:25][C:24]=2[CH3:29])[CH2:22][C:17]1([CH3:55])[CH3:16])(=[O:5])[NH2:6]. Reactant: [NH2:1][CH2:2][C:3]([CH3:8])([CH3:7])[C:4]([NH2:6])=[O:5].OC1C=CC=CN=1.[CH3:16][C:17]1([CH3:55])[CH2:22][N:21]([C:23]2[CH:28]=[CH:27][CH:26]=[CH:25][C:24]=2[CH3:29])[C:20](=[O:30])[CH2:19][N:18]1[CH2:31][C@H:32]([NH:42][S:43]([C:46]1[CH:51]=[CH:50][CH:49]=[CH:48][C:47]=1[N+:52]([O-:54])=[O:53])(=[O:45])=[O:44])[C@@H:33]1[CH2:37][C@@H:36]([CH:38]([CH3:40])[CH3:39])[C:35](=[O:41])[O:34]1. The catalyst class is: 66. (5) Reactant: [I:1][C:2]1[N:7]=[C:6]([C:8]([OH:10])=O)[C:5]([O:11][CH:12]2[CH2:17][CH2:16][N:15]([CH3:18])[CH2:14][CH2:13]2)=[N:4][CH:3]=1.[ClH:19].CN(C)CCCN=C=NCC.ON1C2C=CC=CC=2N=N1.Cl.[NH2:42][C:43]1[CH:47]=[CH:46][N:45]([CH3:48])[N:44]=1.C(N(CC)CC)C. Product: [ClH:19].[I:1][C:2]1[N:7]=[C:6]([C:8]([NH:42][C:43]2[CH:47]=[CH:46][N:45]([CH3:48])[N:44]=2)=[O:10])[C:5]([O:11][CH:12]2[CH2:17][CH2:16][N:15]([CH3:18])[CH2:14][CH2:13]2)=[N:4][CH:3]=1. The catalyst class is: 9. (6) Reactant: B(Br)(Br)Br.[Br:5][C:6]1[CH:7]=[C:8]2[C:13](=[CH:14][CH:15]=1)[O:12][C:11]([C:16]1[CH:21]=[CH:20][C:19]([O:22]C)=[CH:18][CH:17]=1)=[CH:10][C:9]2=[O:24]. Product: [Br:5][C:6]1[CH:7]=[C:8]2[C:13](=[CH:14][CH:15]=1)[O:12][C:11]([C:16]1[CH:21]=[CH:20][C:19]([OH:22])=[CH:18][CH:17]=1)=[CH:10][C:9]2=[O:24]. The catalyst class is: 4. (7) Reactant: [NH2:1][C:2]1[CH:10]=[CH:9][C:8]([I:11])=[CH:7][C:3]=1[C:4](O)=[O:5].C(O)(=O)C.[CH:16](N)=[NH:17]. Product: [I:11][C:8]1[CH:7]=[C:3]2[C:2](=[CH:10][CH:9]=1)[N:1]=[CH:16][NH:17][C:4]2=[O:5]. The catalyst class is: 15.